This data is from Forward reaction prediction with 1.9M reactions from USPTO patents (1976-2016). The task is: Predict the product of the given reaction. Given the reactants [CH2:1]([N:8]([CH2:20][CH2:21][OH:22])[C:9](=[O:19])[C:10]1[C:15]([F:16])=[CH:14][CH:13]=[C:12]([Br:17])[C:11]=1F)[C:2]1[CH:7]=[CH:6][CH:5]=[CH:4][CH:3]=1.[H-].[Na+], predict the reaction product. The product is: [CH2:1]([N:8]1[C:9](=[O:19])[C:10]2[C:15]([F:16])=[CH:14][CH:13]=[C:12]([Br:17])[C:11]=2[O:22][CH2:21][CH2:20]1)[C:2]1[CH:7]=[CH:6][CH:5]=[CH:4][CH:3]=1.